Dataset: Forward reaction prediction with 1.9M reactions from USPTO patents (1976-2016). Task: Predict the product of the given reaction. (1) Given the reactants C(OC(=O)COC1C=CC=C([S:13]([N:16]2[CH2:25][C:24]([CH3:27])([CH3:26])[C:23]3[C:18](=[CH:19][C:20](OS(C(F)(F)F)(=O)=O)=[CH:21][CH:22]=3)[CH:17]2[CH3:36])(=[O:15])=[O:14])C=1C)C.[F:39][C:40]1[CH:45]=[CH:44][C:43](B(O)O)=[CH:42][CH:41]=1.[OH2:49].O.O.P([O-])([O-])([O-])=O.[K+].[K+].[K+].[C:60]([O:63][CH2:64][CH3:65])(=[O:62])[CH3:61].[C:66]1([CH3:72])[CH:71]=[CH:70][CH:69]=[CH:68][CH:67]=1, predict the reaction product. The product is: [CH2:64]([O:63][C:60](=[O:62])[CH2:61][O:49][C:67]1[CH:68]=[CH:69][C:70]([S:13]([N:16]2[CH2:25][C:24]([CH3:27])([CH3:26])[C:23]3[C:18](=[CH:19][C:20]([C:43]4[CH:44]=[CH:45][C:40]([F:39])=[CH:41][CH:42]=4)=[CH:21][CH:22]=3)[CH:17]2[CH3:36])(=[O:15])=[O:14])=[CH:71][C:66]=1[CH3:72])[CH3:65]. (2) The product is: [CH3:67][C:57]1[C:58]([C:61]2[CH:66]=[CH:65][CH:64]=[CH:63][N:62]=2)=[N:59][C:60]2[C:55]([C:56]=1[NH:68][C:69]1[C:74]([C:75]3[CH:80]=[N:79][CH:78]=[N:77][CH:76]=3)=[CH:73][N:72]=[C:71]([N:81]3[CH2:86][CH2:85][O:84][CH2:83][CH2:82]3)[CH:70]=1)=[CH:54][CH:53]=[CH:52][C:51]=2[C:40]#[N:41]. Given the reactants C1(P(C2CCCCC2)C2C=CC=CC=2C2C(C(C)C)=CC(C(C)C)=CC=2C(C)C)CCCCC1.C([Sn](CCCC)(CCCC)[C:40]#[N:41])CCC.Cl[C:51]1[CH:52]=[CH:53][CH:54]=[C:55]2[C:60]=1[N:59]=[C:58]([C:61]1[CH:66]=[CH:65][CH:64]=[CH:63][N:62]=1)[C:57]([CH3:67])=[C:56]2[NH:68][C:69]1[C:74]([C:75]2[CH:76]=[N:77][CH:78]=[N:79][CH:80]=2)=[CH:73][N:72]=[C:71]([N:81]2[CH2:86][CH2:85][O:84][CH2:83][CH2:82]2)[CH:70]=1.CN1CCCC1=O, predict the reaction product. (3) Given the reactants [CH:1]1([N:4]2[C:13]3[C:8](=[C:9]([N+:18]([O-:20])=[O:19])[C:10]([F:17])=[C:11]([F:16])[C:12]=3[O:14][CH3:15])[C:7](=[O:21])[CH:6]([C:22]([O:24][CH2:25][CH3:26])=[O:23])[CH:5]2[C:27]2[CH:32]=[CH:31][CH:30]=[CH:29][CH:28]=2)[CH2:3][CH2:2]1, predict the reaction product. The product is: [CH:1]1([N:4]2[C:13]3[C:8](=[C:9]([N+:18]([O-:20])=[O:19])[C:10]([F:17])=[C:11]([F:16])[C:12]=3[O:14][CH3:15])[C:7](=[O:21])[C:6]([C:22]([O:24][CH2:25][CH3:26])=[O:23])=[C:5]2[C:27]2[CH:28]=[CH:29][CH:30]=[CH:31][CH:32]=2)[CH2:2][CH2:3]1. (4) The product is: [Cl:12][C:13]1[CH:14]=[CH:15][C:16]([C:19]2[N:23]([NH:24][C:27](=[O:30])[C:5]3[CH:6]=[CH:10][CH:11]=[C:3]([CH2:1][CH3:2])[CH:4]=3)[C:22]([CH3:26])([CH3:25])[O:21][N:20]=2)=[CH:17][CH:18]=1. Given the reactants [CH2:1]([C:3]1[CH:11]=[CH:10][C:6](C(Cl)=O)=[CH:5][CH:4]=1)[CH3:2].[Cl:12][C:13]1[CH:18]=[CH:17][C:16]([C:19]2[N:23]([NH2:24])[C:22]([CH3:26])([CH3:25])[O:21][N:20]=2)=[CH:15][CH:14]=1.[C:27]([O-:30])([O-])=O.[K+].[K+], predict the reaction product. (5) Given the reactants [C:1]([NH:4][C:5]1[S:6][C:7]([C:12]([O:14][CH2:15][CH3:16])=[O:13])=[C:8]([CH2:10]Cl)[N:9]=1)(=[O:3])[CH3:2].C1(P(C2C=CC=CC=2)C2C=CC=CC=2)C=CC=CC=1.CC(C)([O-])C.[K+].[N+:42]([C:45]1[CH:52]=[CH:51][C:48]([CH:49]=O)=[CH:47][CH:46]=1)([O-:44])=[O:43], predict the reaction product. The product is: [C:1]([NH:4][C:5]1[S:6][C:7]([C:12]([O:14][CH2:15][CH3:16])=[O:13])=[C:8](/[CH:10]=[CH:49]/[C:48]2[CH:51]=[CH:52][C:45]([N+:42]([O-:44])=[O:43])=[CH:46][CH:47]=2)[N:9]=1)(=[O:3])[CH3:2]. (6) Given the reactants [N:1]1[CH:6]=[CH:5][CH:4]=[CH:3][C:2]=1[CH2:7][NH:8][C:9]1[CH:14]=[CH:13][C:12]([NH2:15])=[CH:11][N:10]=1.[F:16][C:17]1[CH:30]=[CH:29][C:20]2[O:21][CH2:22][CH2:23][C:24]([C:26](O)=[O:27])=[CH:25][C:19]=2[CH:18]=1.Cl.C(N=C=NCCCN(C)C)C, predict the reaction product. The product is: [N:1]1[CH:6]=[CH:5][CH:4]=[CH:3][C:2]=1[CH2:7][NH:8][C:9]1[N:10]=[CH:11][C:12]([NH:15][C:26]([C:24]2[CH2:23][CH2:22][O:21][C:20]3[CH:29]=[CH:30][C:17]([F:16])=[CH:18][C:19]=3[CH:25]=2)=[O:27])=[CH:13][CH:14]=1. (7) Given the reactants [Cl:1][C:2]1[C:3]([C:28]2[CH:29]=[N:30][N:31]3[CH:36]=[CH:35][CH:34]=[CH:33][C:32]=23)=[N:4][C:5]([NH:8][C:9]2[CH:14]=[C:13]([N+:15]([O-])=O)[C:12]([N:18]3[CH2:22][CH2:21][C@H:20]([N:23]([CH3:25])[CH3:24])[CH2:19]3)=[CH:11][C:10]=2[O:26][CH3:27])=[N:6][CH:7]=1.[NH4+].[Cl-].O, predict the reaction product. The product is: [Cl:1][C:2]1[C:3]([C:28]2[CH:29]=[N:30][N:31]3[CH:36]=[CH:35][CH:34]=[CH:33][C:32]=23)=[N:4][C:5]([NH:8][C:9]2[C:10]([O:26][CH3:27])=[CH:11][C:12]([N:18]3[CH2:22][CH2:21][C@H:20]([N:23]([CH3:25])[CH3:24])[CH2:19]3)=[C:13]([NH2:15])[CH:14]=2)=[N:6][CH:7]=1. (8) Given the reactants C(OC(=O)[NH:7][C:8]1([C:11](=[O:34])[NH:12][CH:13]([C:15]2[C:20]([F:21])=[CH:19][C:18]([NH:22][C:23]3[C:28]([C:29]([F:32])([F:31])[F:30])=[CH:27][CH:26]=[CH:25][C:24]=3[F:33])=[CH:17][N:16]=2)[CH3:14])[CH2:10][CH2:9]1)(C)(C)C.Cl, predict the reaction product. The product is: [F:21][C:20]1[C:15]([CH:13]([NH:12][C:11]([C:8]2([NH2:7])[CH2:10][CH2:9]2)=[O:34])[CH3:14])=[N:16][CH:17]=[C:18]([NH:22][C:23]2[C:28]([C:29]([F:31])([F:30])[F:32])=[CH:27][CH:26]=[CH:25][C:24]=2[F:33])[CH:19]=1.